From a dataset of Reaction yield outcomes from USPTO patents with 853,638 reactions. Predict the reaction yield, written as a fraction of the theoretical maximum amount of product (1.0 means a 100% yield; for example, 0.34 means a 34% yield). (1) The reactants are FC(F)(F)S(O[C:7]1[CH:15]=[CH:14][C:13]([C:16]2[N:17]([C:32]([O:34][C:35]([CH3:38])([CH3:37])[CH3:36])=[O:33])[C:18]3[C:23]([CH:24]=2)=[CH:22][C:21]([CH2:25][N:26]2[CH2:31][CH2:30][CH2:29][CH2:28][CH2:27]2)=[CH:20][CH:19]=3)=[C:12]2[C:8]=1[CH2:9][NH:10][C:11]2=[O:39])(=O)=O.[CH3:42][NH:43][CH2:44][C:45]#[CH:46]. The catalyst is C(NCC)C.Cl[Pd](Cl)([P](C1C=CC=CC=1)(C1C=CC=CC=1)C1C=CC=CC=1)[P](C1C=CC=CC=1)(C1C=CC=CC=1)C1C=CC=CC=1.[Cu](I)I. The product is [CH3:42][NH:43][CH2:44][C:45]#[C:46][C:7]1[CH:15]=[CH:14][C:13]([C:16]2[N:17]([C:32]([O:34][C:35]([CH3:38])([CH3:36])[CH3:37])=[O:33])[C:18]3[C:23]([CH:24]=2)=[CH:22][C:21]([CH2:25][N:26]2[CH2:31][CH2:30][CH2:29][CH2:28][CH2:27]2)=[CH:20][CH:19]=3)=[C:12]2[C:8]=1[CH2:9][NH:10][C:11]2=[O:39]. The yield is 0.470. (2) The reactants are [Br:1][C:2]1[CH:3]=[C:4]([CH:13]=[CH:14][CH:15]=1)[C:5]([C:7]1[CH:12]=[CH:11][CH:10]=[CH:9][CH:8]=1)=[O:6].[BH4-].[Na+]. The catalyst is CO.O. The product is [Br:1][C:2]1[CH:3]=[C:4]([CH:5]([C:7]2[CH:12]=[CH:11][CH:10]=[CH:9][CH:8]=2)[OH:6])[CH:13]=[CH:14][CH:15]=1. The yield is 0.790. (3) The reactants are [CH3:1][O:2][C:3]1[CH:4]=[CH:5][C:6]([N+:22]([O-])=O)=[C:7]([CH2:9][CH2:10][C:11]2[CH:16]=[C:15]([O:17][CH3:18])[CH:14]=[CH:13][C:12]=2[N+:19]([O-])=O)[CH:8]=1.O.NN. The product is [CH3:18][O:17][C:15]1[CH:14]=[CH:13][C:12]([NH2:19])=[C:11]([CH2:10][CH2:9][C:7]2[CH:8]=[C:3]([O:2][CH3:1])[CH:4]=[CH:5][C:6]=2[NH2:22])[CH:16]=1. The yield is 0.980. The catalyst is C(O)C.[Pd]. (4) The reactants are [F:1][C:2]1[CH:7]=[CH:6][C:5](Br)=[CH:4][C:3]=1[OH:9].CCN(CC)CC.[CH3:17][O:18][C:19](=[O:45])[C@@H:20]([NH:30][C:31]([C:33]1[C:34]([CH3:44])=[N:35][C:36]([NH:40][CH2:41][C:42]#[CH:43])=[N:37][C:38]=1[CH3:39])=[O:32])[CH2:21][NH:22][C:23]([C:25]1[S:26][CH:27]=[CH:28][CH:29]=1)=[O:24]. The catalyst is CN(C=O)C.[Cu]I. The product is [CH3:17][O:18][C:19](=[O:45])[C@@H:20]([NH:30][C:31]([C:33]1[C:38]([CH3:39])=[N:37][C:36]([NH:40][CH2:41][C:42]#[C:43][C:5]2[CH:6]=[CH:7][C:2]([F:1])=[C:3]([OH:9])[CH:4]=2)=[N:35][C:34]=1[CH3:44])=[O:32])[CH2:21][NH:22][C:23]([C:25]1[S:26][CH:27]=[CH:28][CH:29]=1)=[O:24]. The yield is 0.170. (5) The reactants are Br[C:2]1[S:6][C:5]([N:7]([CH2:15][C@@H:16]([NH:28][C:29]([O:31][C:32]([CH3:35])([CH3:34])[CH3:33])=[O:30])[CH2:17][N:18]2[CH2:23][CH2:22][CH:21]([C:24]([F:27])([F:26])[F:25])[CH2:20][CH2:19]2)[C:8](=[O:14])[O:9][C:10]([CH3:13])([CH3:12])[CH3:11])=[N:4][CH:3]=1.C(OC(N[C@@H](CC1C=NC(C(F)(F)F)=CC=1)CN(C1SC([C:59]2[CH:60]=[C:61]3[C:66](=[CH:67][CH:68]=2)[CH:65]=[N:64][C:63]([F:69])=[CH:62]3)=CN=1)C(=O)OC(C)(C)C)=O)(C)(C)C.C([O-])(=O)C.[K+]. No catalyst specified. The product is [C:32]([O:31][C:29]([NH:28][C@@H:16]([CH2:17][N:18]1[CH2:23][CH2:22][CH:21]([C:24]([F:27])([F:26])[F:25])[CH2:20][CH2:19]1)[CH2:15][N:7]([C:5]1[S:6][C:2]([C:59]2[CH:60]=[C:61]3[C:66](=[CH:67][CH:68]=2)[CH:65]=[N:64][C:63]([F:69])=[CH:62]3)=[CH:3][N:4]=1)[C:8](=[O:14])[O:9][C:10]([CH3:13])([CH3:12])[CH3:11])=[O:30])([CH3:35])([CH3:34])[CH3:33]. The yield is 0.630.